From a dataset of Full USPTO retrosynthesis dataset with 1.9M reactions from patents (1976-2016). Predict the reactants needed to synthesize the given product. (1) Given the product [Br:1][C:2]1[CH:10]=[CH:9][C:5]([C:6]([O:8][CH3:12])=[O:7])=[C:4]([F:11])[CH:3]=1, predict the reactants needed to synthesize it. The reactants are: [Br:1][C:2]1[CH:10]=[CH:9][C:5]([C:6]([OH:8])=[O:7])=[C:4]([F:11])[CH:3]=1.[CH3:12]O. (2) Given the product [C:12]([C:8]1[CH:7]=[C:6]([NH:5][C:3](=[O:4])[CH2:2][N:24]2[CH2:25][CH2:26][CH:21]([CH2:20][C:19]3[CH:18]=[CH:17][C:16]([F:15])=[CH:28][CH:27]=3)[CH2:22][CH2:23]2)[CH:11]=[CH:10][CH:9]=1)#[N:13], predict the reactants needed to synthesize it. The reactants are: Cl[CH2:2][C:3]([NH:5][C:6]1[CH:11]=[CH:10][CH:9]=[C:8]([C:12]#[N:13])[CH:7]=1)=[O:4].Cl.[F:15][C:16]1[CH:28]=[CH:27][C:19]([CH2:20][CH:21]2[CH2:26][CH2:25][NH:24][CH2:23][CH2:22]2)=[CH:18][CH:17]=1.C(OC(C)C)(C)C. (3) Given the product [C:1]([Si:5]([CH3:21])([CH3:20])[O:6][CH2:7][CH2:8][NH:9][C:10]1[N:18]=[C:17]([Cl:19])[CH:16]=[CH:15][C:11]=1[C:12]#[N:14])([CH3:4])([CH3:3])[CH3:2], predict the reactants needed to synthesize it. The reactants are: [C:1]([Si:5]([CH3:21])([CH3:20])[O:6][CH2:7][CH2:8][NH:9][C:10]1[N:18]=[C:17]([Cl:19])[CH:16]=[CH:15][C:11]=1[C:12]([NH2:14])=O)([CH3:4])([CH3:3])[CH3:2].N1C=CC=CC=1.O=P(Cl)(Cl)Cl.[OH-].[Na+]. (4) Given the product [CH3:1][C:2]1[S:3][C:4]([C:7]2[NH:30][C:10]3=[N:11][CH:12]=[CH:13][C:14]([C:15]4[CH:16]=[CH:17][C:18]([O:23][CH:24]5[CH2:29][CH2:28][O:27][CH2:26][CH2:25]5)=[C:19]([CH:22]=4)[C:20]#[N:21])=[C:9]3[CH:8]=2)=[CH:5][N:6]=1, predict the reactants needed to synthesize it. The reactants are: [CH3:1][C:2]1[S:3][C:4]([C:7]2[N:30](S(C3C=CC=CC=3)(=O)=O)[C:10]3=[N:11][CH:12]=[CH:13][C:14]([C:15]4[CH:16]=[CH:17][C:18]([O:23][CH:24]5[CH2:29][CH2:28][O:27][CH2:26][CH2:25]5)=[C:19]([CH:22]=4)[C:20]#[N:21])=[C:9]3[CH:8]=2)=[CH:5][N:6]=1.C1COCC1.FC(F)(F)CO. (5) Given the product [C:1]1([CH3:24])[CH:6]=[C:5]([CH3:7])[CH:4]=[C:3]([CH3:8])[C:2]=1[CH2:9][C:10]1[N:14]([CH3:15])[C:13]2[C:16]([C:20]([OH:21])([CH2:25][CH3:26])[CH2:28][CH3:29])=[CH:17][CH:18]=[CH:19][C:12]=2[N:11]=1, predict the reactants needed to synthesize it. The reactants are: [C:1]1([CH3:24])[CH:6]=[C:5]([CH3:7])[CH:4]=[C:3]([CH3:8])[C:2]=1[CH2:9][C:10]1[N:14]([CH3:15])[C:13]2[C:16]([C:20](OC)=[O:21])=[CH:17][CH:18]=[CH:19][C:12]=2[N:11]=1.[CH2:25]([Li])[CH3:26].[CH:28]1C=CC=C[CH:29]=1.C1CCCCC1.[Cl-].[NH4+]. (6) Given the product [CH2:2]([CH:1]1[O:18][CH2:17][CH2:16][O:15]1)[CH2:3][CH2:4][CH2:5][CH2:6][CH2:7]/[CH:8]=[CH:9]\[CH2:10][CH2:11][CH2:12][CH2:13][CH3:14], predict the reactants needed to synthesize it. The reactants are: [CH:1](=[O:15])[CH2:2][CH2:3][CH2:4][CH2:5][CH2:6][CH2:7]/[CH:8]=[CH:9]\[CH2:10][CH2:11][CH2:12][CH2:13][CH3:14].[CH2:16](O)[CH2:17][OH:18].C1(C)C=CC(S(O)(=O)=O)=CC=1.O. (7) Given the product [CH3:8][C:6]1[CH:7]=[C:2]([S:10][C:11]2[CH:16]=[CH:15][C:14]([OH:17])=[CH:13][CH:12]=2)[CH:3]=[C:4]([CH3:9])[CH:5]=1, predict the reactants needed to synthesize it. The reactants are: I[C:2]1[CH:3]=[C:4]([CH3:9])[CH:5]=[C:6]([CH3:8])[CH:7]=1.[SH:10][C:11]1[CH:16]=[CH:15][C:14]([OH:17])=[CH:13][CH:12]=1.C([O-])([O-])=O.[K+].[K+].C(O)CO. (8) Given the product [CH2:13]([O:20][CH2:21][CH2:22][O:23][C:2]1[CH:3]=[C:4]([CH:10]=[CH:11][N:12]=1)[C:5]([O:7][CH2:8][CH3:9])=[O:6])[C:14]1[CH:19]=[CH:18][CH:17]=[CH:16][CH:15]=1, predict the reactants needed to synthesize it. The reactants are: Br[C:2]1[CH:3]=[C:4]([CH:10]=[CH:11][N:12]=1)[C:5]([O:7][CH2:8][CH3:9])=[O:6].[CH2:13]([O:20][CH2:21][CH2:22][OH:23])[C:14]1[CH:19]=[CH:18][CH:17]=[CH:16][CH:15]=1.CC(C)([O-])C.[K+].O. (9) Given the product [F:24][C:25]1[CH:26]=[CH:27][C:28]([NH:31][C:32]([C:34]2([C:37]([NH:23][C:20]3[CH:19]=[CH:18][C:17]([O:16][C:6]4[C:5]5[C:10](=[CH:11][C:12]([O:13][CH3:14])=[C:3]([O:2][CH3:1])[CH:4]=5)[N:9]=[C:8]([CH3:15])[N:7]=4)=[CH:22][CH:21]=3)=[O:38])[CH2:36][CH2:35]2)=[O:33])=[CH:29][CH:30]=1, predict the reactants needed to synthesize it. The reactants are: [CH3:1][O:2][C:3]1[CH:4]=[C:5]2[C:10](=[CH:11][C:12]=1[O:13][CH3:14])[N:9]=[C:8]([CH3:15])[N:7]=[C:6]2[O:16][C:17]1[CH:22]=[CH:21][C:20]([NH2:23])=[CH:19][CH:18]=1.[F:24][C:25]1[CH:30]=[CH:29][C:28]([NH:31][C:32]([C:34]2([C:37](O)=[O:38])[CH2:36][CH2:35]2)=[O:33])=[CH:27][CH:26]=1.CCN(C(C)C)C(C)C.CN(C(ON1N=NC2C=CC=NC1=2)=[N+](C)C)C.F[P-](F)(F)(F)(F)F. (10) Given the product [C:1]([O:5][C:6]([N:8]1[CH2:9][CH2:10][CH:11]([N:14]([C:15]2[CH:20]=[CH:19][CH:18]=[CH:17][CH:16]=2)[CH2:22][C:23]2[CH:28]=[CH:27][N:26]=[C:25]([C:29]3[CH:34]=[C:33]([O:35][CH3:36])[C:32]([O:37][CH3:38])=[C:31]([O:39][CH3:40])[CH:30]=3)[CH:24]=2)[CH2:12][CH2:13]1)=[O:7])([CH3:4])([CH3:2])[CH3:3], predict the reactants needed to synthesize it. The reactants are: [C:1]([O:5][C:6]([N:8]1[CH2:13][CH2:12][CH:11]([NH:14][C:15]2[CH:20]=[CH:19][CH:18]=[CH:17][CH:16]=2)[CH2:10][CH2:9]1)=[O:7])([CH3:4])([CH3:3])[CH3:2].Cl[CH2:22][C:23]1[CH:28]=[CH:27][N:26]=[C:25]([C:29]2[CH:34]=[C:33]([O:35][CH3:36])[C:32]([O:37][CH3:38])=[C:31]([O:39][CH3:40])[CH:30]=2)[CH:24]=1.